Task: Regression. Given a peptide amino acid sequence and an MHC pseudo amino acid sequence, predict their binding affinity value. This is MHC class I binding data.. Dataset: Peptide-MHC class I binding affinity with 185,985 pairs from IEDB/IMGT (1) The peptide sequence is RLCLFDRYFK. The MHC is HLA-A33:01 with pseudo-sequence HLA-A33:01. The binding affinity (normalized) is 0.300. (2) The peptide sequence is VFSDGRVAC. The MHC is HLA-B53:01 with pseudo-sequence YYATYRNIFTNTYENIAYIRYDSYTWAVLAYLWY. The binding affinity (normalized) is 0. (3) The peptide sequence is TVFSLLLFY. The MHC is HLA-A11:01 with pseudo-sequence HLA-A11:01. The binding affinity (normalized) is 0.425. (4) The peptide sequence is QKDINTPGY. The MHC is HLA-A69:01 with pseudo-sequence HLA-A69:01. The binding affinity (normalized) is 0.0847.